From a dataset of Reaction yield outcomes from USPTO patents with 853,638 reactions. Predict the reaction yield, written as a fraction of the theoretical maximum amount of product (1.0 means a 100% yield; for example, 0.34 means a 34% yield). The reactants are [C:1]([O:5][C:6]([NH:8][C@@H:9]1[C:15](=[O:16])[NH:14][C:13]2[CH:17]=[CH:18][CH:19]=[CH:20][C:12]=2[NH:11][CH2:10]1)=[O:7])([CH3:4])([CH3:3])[CH3:2].Cl.CN(C)CCCN=C=NCC.C(OC(NC(CNC1C=CC=CC=1N)C(O)=O)=O)(C)(C)C.[C:54]([O:57][CH2:58]C)(=[O:56])[CH3:55]. The catalyst is CN(C)C=O. The product is [CH3:58][O:57][C:54](=[O:56])[CH2:55][N:14]1[C:15](=[O:16])[CH:9]([NH:8][C:6]([O:5][C:1]([CH3:4])([CH3:2])[CH3:3])=[O:7])[CH2:10][NH:11][C:12]2[CH:20]=[CH:19][CH:18]=[CH:17][C:13]1=2. The yield is 0.710.